This data is from Full USPTO retrosynthesis dataset with 1.9M reactions from patents (1976-2016). The task is: Predict the reactants needed to synthesize the given product. (1) The reactants are: F[P-](F)(F)(F)(F)F.N1(O[P+](N(C)C)(N(C)C)N(C)C)C2C=CC=CC=2N=N1.[CH:28]1([CH2:33][CH:34]([C:38]2[CH:43]=[CH:42][C:41]([Cl:44])=[C:40]([Cl:45])[CH:39]=2)[C:35]([OH:37])=O)[CH2:32][CH2:31][CH2:30][CH2:29]1.C(N(CC)C(C)C)(C)C.[NH2:55][C:56]1[O:57][CH:58]=[CH:59][N:60]=1. Given the product [CH:28]1([CH2:33][CH:34]([C:38]2[CH:43]=[CH:42][C:41]([Cl:44])=[C:40]([Cl:45])[CH:39]=2)[C:35]([NH:55][C:56]2[O:57][CH:58]=[CH:59][N:60]=2)=[O:37])[CH2:29][CH2:30][CH2:31][CH2:32]1, predict the reactants needed to synthesize it. (2) Given the product [CH2:1]([C@@H:8](/[CH:24]=[CH:25]/[C@H:26]([CH3:42])[C:27]([N:29]1[C@@H:33]([CH2:34][C:35]2[CH:36]=[CH:37][CH:38]=[CH:39][CH:40]=2)[CH2:32][O:31][C:30]1=[O:41])=[O:28])[C:9]([N:11]1[C@@H:15]([CH2:16][C:17]2[CH:22]=[CH:21][CH:20]=[CH:19][CH:18]=2)[CH2:14][O:13][C:12]1=[O:23])=[O:10])[C:2]1[CH:3]=[CH:4][CH:5]=[CH:6][CH:7]=1, predict the reactants needed to synthesize it. The reactants are: [CH2:1]([C@@H:8](/[CH:24]=[CH:25]/[CH2:26][C:27]([N:29]1[C@@H:33]([CH2:34][C:35]2[CH:40]=[CH:39][CH:38]=[CH:37][CH:36]=2)[CH2:32][O:31][C:30]1=[O:41])=[O:28])[C:9]([N:11]1[C@@H:15]([CH2:16][C:17]2[CH:22]=[CH:21][CH:20]=[CH:19][CH:18]=2)[CH2:14][O:13][C:12]1=[O:23])=[O:10])[C:2]1[CH:7]=[CH:6][CH:5]=[CH:4][CH:3]=1.[CH3:42][Si]([N-][Si](C)(C)C)(C)C.[Na+].CI.[NH4+].[Cl-]. (3) Given the product [Cl:1][C:2]1[CH:3]=[C:4]([NH:8][CH2:9][CH2:10][CH2:11][NH2:12])[CH:5]=[CH:6][CH:7]=1, predict the reactants needed to synthesize it. The reactants are: [Cl:1][C:2]1[CH:3]=[C:4]([NH:8][CH2:9][CH2:10][C:11]#[N:12])[CH:5]=[CH:6][CH:7]=1.CO. (4) The reactants are: [N:1]1([CH2:5][CH2:6][N:7]2[CH:11]=[C:10]([C:12]3[CH:17]=[CH:16][N:15]=[C:14]([CH:18]([CH3:20])[CH3:19])[CH:13]=3)[N:9]=[C:8]2[CH:21]2[CH2:26][CH2:25][N:24]([C:27]3[N:32]=[CH:31][N:30]=[C:29]([NH2:33])[C:28]=3Br)[CH2:23][CH2:22]2)[CH2:4][CH2:3][CH2:2]1.[CH3:35][C:36]1(C)C(C)(C)OB(C=C)O1. Given the product [N:1]1([CH2:5][CH2:6][N:7]2[CH:11]=[C:10]([C:12]3[CH:17]=[CH:16][N:15]=[C:14]([CH:18]([CH3:20])[CH3:19])[CH:13]=3)[N:9]=[C:8]2[CH:21]2[CH2:26][CH2:25][N:24]([C:27]3[N:32]=[CH:31][N:30]=[C:29]([NH2:33])[C:28]=3[CH:35]=[CH2:36])[CH2:23][CH2:22]2)[CH2:4][CH2:3][CH2:2]1, predict the reactants needed to synthesize it.